From a dataset of Peptide-MHC class I binding affinity with 185,985 pairs from IEDB/IMGT. Regression. Given a peptide amino acid sequence and an MHC pseudo amino acid sequence, predict their binding affinity value. This is MHC class I binding data. (1) The peptide sequence is VTFGARASF. The MHC is HLA-A02:03 with pseudo-sequence HLA-A02:03. The binding affinity (normalized) is 0.0847. (2) The peptide sequence is AMPKTIYEL. The MHC is HLA-B57:01 with pseudo-sequence HLA-B57:01. The binding affinity (normalized) is 0.0847. (3) The peptide sequence is NADIGEWAF. The MHC is HLA-A24:02 with pseudo-sequence HLA-A24:02. The binding affinity (normalized) is 0. (4) The peptide sequence is VVLQQHSIA. The MHC is HLA-A31:01 with pseudo-sequence HLA-A31:01. The binding affinity (normalized) is 0. (5) The peptide sequence is VLLLVVVMM. The MHC is HLA-A02:01 with pseudo-sequence HLA-A02:01. The binding affinity (normalized) is 0.0539. (6) The peptide sequence is SLYEKSGSV. The MHC is HLA-A02:03 with pseudo-sequence HLA-A02:03. The binding affinity (normalized) is 1.00. (7) The peptide sequence is WIKDIMTST. The MHC is HLA-A68:02 with pseudo-sequence HLA-A68:02. The binding affinity (normalized) is 0.154. (8) The peptide sequence is RGKLKRRAI. The MHC is HLA-B18:01 with pseudo-sequence HLA-B18:01. The binding affinity (normalized) is 0.0847. (9) The peptide sequence is LDKGKLWHL. The MHC is HLA-A24:02 with pseudo-sequence HLA-A24:02. The binding affinity (normalized) is 0.0847. (10) The peptide sequence is QLQKIERWF. The MHC is HLA-B44:02 with pseudo-sequence HLA-B44:02. The binding affinity (normalized) is 0.0847.